Dataset: Full USPTO retrosynthesis dataset with 1.9M reactions from patents (1976-2016). Task: Predict the reactants needed to synthesize the given product. (1) Given the product [F:1][C:2]1[CH:3]=[CH:4][C:5]([O:14][CH3:15])=[C:6]([N:8]2[CH2:9][CH2:10][N:11]([CH2:18][CH2:17][C:16]#[N:19])[CH2:12][CH2:13]2)[CH:7]=1, predict the reactants needed to synthesize it. The reactants are: [F:1][C:2]1[CH:3]=[CH:4][C:5]([O:14][CH3:15])=[C:6]([N:8]2[CH2:13][CH2:12][NH:11][CH2:10][CH2:9]2)[CH:7]=1.[C:16](#[N:19])[CH:17]=[CH2:18]. (2) The reactants are: [Cl:1][C:2]1[CH:7]=[C:6]([N+:8]([O-:10])=[O:9])[C:5]([O:11][CH3:12])=[CH:4][C:3]=1[CH3:13].[O-:14][Mn](=O)(=O)=O.[K+].[OH2:20]. Given the product [Cl:1][C:2]1[CH:7]=[C:6]([N+:8]([O-:10])=[O:9])[C:5]([O:11][CH3:12])=[CH:4][C:3]=1[C:13]([OH:14])=[O:20], predict the reactants needed to synthesize it. (3) Given the product [CH3:27][C:26]([NH:28][S:4]([CH:1]1[CH2:3][CH2:2]1)(=[O:6])=[O:5])([CH3:29])[CH:25]([C:30]1[CH:35]=[CH:34][CH:33]=[CH:32][CH:31]=1)[O:24][C:20]1[CH:19]=[C:18]2[C:23](=[CH:22][CH:21]=1)[N:15]([C:12]1[CH:13]=[CH:14][C:9]([CH3:36])=[CH:10][CH:11]=1)[N:16]=[CH:17]2, predict the reactants needed to synthesize it. The reactants are: [CH:1]1([S:4](Cl)(=[O:6])=[O:5])[CH2:3][CH2:2]1.F[C:9]1[CH:14]=[CH:13][C:12]([N:15]2[C:23]3[C:18](=[CH:19][C:20]([O:24][CH:25]([C:30]4[CH:35]=[CH:34][CH:33]=[CH:32][CH:31]=4)[C:26]([CH3:29])([NH2:28])[CH3:27])=[CH:21][CH:22]=3)[CH:17]=[N:16]2)=[CH:11][CH:10]=1.[CH2:36](N(CC)CC)C.